Task: Predict the reaction yield, written as a fraction of the theoretical maximum amount of product (1.0 means a 100% yield; for example, 0.34 means a 34% yield).. Dataset: Reaction yield outcomes from USPTO patents with 853,638 reactions (1) The reactants are [CH3:1][O:2][C:3](=[O:22])/[C:4](/[C:12]1[CH:17]=[CH:16][C:15]([S:18]([CH3:21])(=[O:20])=[O:19])=[CH:14][CH:13]=1)=[CH:5]/[CH:6]1[CH2:11][CH2:10][CH2:9][CH2:8][CH2:7]1.[BH4-].[Na+]. The catalyst is CO.O.O.O.O.O.O.[Ni](Cl)Cl. The product is [CH3:1][O:2][C:3](=[O:22])[CH:4]([C:12]1[CH:13]=[CH:14][C:15]([S:18]([CH3:21])(=[O:19])=[O:20])=[CH:16][CH:17]=1)[CH2:5][CH:6]1[CH2:7][CH2:8][CH2:9][CH2:10][CH2:11]1. The yield is 0.970. (2) The reactants are [NH2:1][CH2:2][C:3]1[C:12](=[O:13])[C:11]2[C:6](=[CH:7][C:8]([Cl:14])=[CH:9][CH:10]=2)[N:5]([C:15]2[CH:20]=[CH:19][CH:18]=[CH:17][CH:16]=2)[CH:4]=1.Cl[C:22]([O:24][C:25]1[CH:30]=[CH:29][C:28]([N+:31]([O-:33])=[O:32])=[CH:27][CH:26]=1)=[O:23].C(N(CC)C(C)C)(C)C. The catalyst is C(Cl)Cl. The product is [N+:31]([C:28]1[CH:27]=[CH:26][C:25]([O:24][C:22](=[O:23])[NH:1][CH2:2][C:3]2[C:12](=[O:13])[C:11]3[C:6](=[CH:7][C:8]([Cl:14])=[CH:9][CH:10]=3)[N:5]([C:15]3[CH:16]=[CH:17][CH:18]=[CH:19][CH:20]=3)[CH:4]=2)=[CH:30][CH:29]=1)([O-:33])=[O:32]. The yield is 1.00. (3) The reactants are [F:1][C:2]([F:28])([F:27])[C:3]1[CH:8]=[CH:7][C:6]([C:9]2[C:10]([C:15]([NH:17][C:18]3[CH:19]=[C:20]([C:24]([OH:26])=O)[N:21]([CH3:23])[CH:22]=3)=[O:16])=[CH:11][CH:12]=[CH:13][CH:14]=2)=[CH:5][CH:4]=1.[CH3:29][CH:30]1[CH2:35][CH2:34][N:33]([C:36]2[CH:43]=[CH:42][C:39]([CH2:40][NH2:41])=[CH:38][CH:37]=2)[CH2:32][CH2:31]1.CN(C(ON1N=NC2C=CC=CC1=2)=[N+](C)C)C.[B-](F)(F)(F)F.C(N(CC)CC)C. The catalyst is O1CCCC1. The product is [CH3:29][CH:30]1[CH2:35][CH2:34][N:33]([C:36]2[CH:37]=[CH:38][C:39]([CH2:40][NH:41][C:24]([C:20]3[N:21]([CH3:23])[CH:22]=[C:18]([NH:17][C:15]([C:10]4[C:9]([C:6]5[CH:5]=[CH:4][C:3]([C:2]([F:28])([F:1])[F:27])=[CH:8][CH:7]=5)=[CH:14][CH:13]=[CH:12][CH:11]=4)=[O:16])[CH:19]=3)=[O:26])=[CH:42][CH:43]=2)[CH2:32][CH2:31]1. The yield is 0.480. (4) The product is [CH3:16][NH:17][C:18](=[O:33])[C:19]1[CH:24]=[CH:23][C:22]([N:25]2[C:2](=[S:3])[N:1]([C:4]3[CH:11]=[CH:10][C:7]([C:8]#[N:9])=[C:6]([C:12]([F:13])([F:15])[F:14])[CH:5]=3)[C:30](=[O:35])[C:26]32[CH2:29][CH2:28][CH2:27]3)=[CH:21][C:20]=1[F:32]. The reactants are [N:1]([C:4]1[CH:11]=[CH:10][C:7]([C:8]#[N:9])=[C:6]([C:12]([F:15])([F:14])[F:13])[CH:5]=1)=[C:2]=[S:3].[CH3:16][NH:17][C:18](=[O:33])[C:19]1[CH:24]=[CH:23][C:22]([NH:25][C:26]2([C:30]#N)[CH2:29][CH2:28][CH2:27]2)=[CH:21][C:20]=1[F:32].C[OH:35].Cl. The catalyst is CN(C=O)C.O. The yield is 0.570. (5) The reactants are C([O-])([O-])=O.[K+].[K+].[CH2:7](Br)[CH:8]=[CH2:9].[OH:11][C:12]1[CH:21]=[CH:20][C:19]([O:22][CH3:23])=[CH:18][C:13]=1[C:14]([O:16][CH3:17])=[O:15]. The catalyst is CN(C=O)C. The yield is 0.820. The product is [CH3:17][O:16][C:14](=[O:15])[C:13]1[CH:18]=[C:19]([O:22][CH3:23])[CH:20]=[CH:21][C:12]=1[O:11][CH2:9][CH:8]=[CH2:7]. (6) The reactants are [F:1][C:2]([F:15])([F:14])[CH2:3][O:4][C:5]1[CH:13]=[CH:12][C:8]([C:9]([OH:11])=O)=[CH:7][N:6]=1.CCN=C=NCCCN(C)C.Cl.C1C=CC2N(O)N=NC=2C=1.O.[NH2:39][CH2:40][CH2:41][NH:42][C:43](=[O:49])[O:44][C:45]([CH3:48])([CH3:47])[CH3:46]. The catalyst is CN(C=O)C.CCOC(C)=O. The product is [F:14][C:2]([F:1])([F:15])[CH2:3][O:4][C:5]1[CH:13]=[CH:12][C:8]([C:9]([NH:39][CH2:40][CH2:41][NH:42][C:43](=[O:49])[O:44][C:45]([CH3:47])([CH3:46])[CH3:48])=[O:11])=[CH:7][N:6]=1. The yield is 0.840. (7) The reactants are [CH3:1][O:2][C:3](=[O:39])[CH2:4][C@H:5]1[C:9]2[CH:10]=[CH:11][C:12]([O:14][CH2:15][C:16]3[CH:17]=[C:18]([C:22]4[C:27]([CH3:28])=[CH:26][C:25]([O:29][Si](C(C)(C)C)(C)C)=[C:24]([Cl:37])[C:23]=4[CH3:38])[CH:19]=[CH:20][CH:21]=3)=[CH:13][C:8]=2[O:7][CH2:6]1.O1CCCC1.[F-].C([N+](CCCC)(CCCC)CCCC)CCC. The catalyst is O1CCCC1. The product is [CH3:1][O:2][C:3](=[O:39])[CH2:4][C@H:5]1[C:9]2[CH:10]=[CH:11][C:12]([O:14][CH2:15][C:16]3[CH:17]=[C:18]([C:22]4[C:27]([CH3:28])=[CH:26][C:25]([OH:29])=[C:24]([Cl:37])[C:23]=4[CH3:38])[CH:19]=[CH:20][CH:21]=3)=[CH:13][C:8]=2[O:7][CH2:6]1. The yield is 0.880. (8) The reactants are [NH2:1][C:2]1[CH:7]=[C:6]([F:8])[CH:5]=[C:4]([NH2:9])[C:3]=1[NH:10][CH2:11][CH2:12][CH2:13][OH:14].Cl.[Cl:16][C:17]1[CH:22]=[C:21]([Cl:23])[CH:20]=[CH:19][C:18]=1[CH:24]([OH:29])[C:25](=N)OC.[CH:30](=O)[CH3:31].[C:33](O[BH-](OC(=O)C)OC(=O)C)(=O)[CH3:34].[Na+]. The catalyst is C(O)C.C(=O)([O-])O.[Na+].CO. The product is [Cl:16][C:17]1[CH:22]=[C:21]([Cl:23])[CH:20]=[CH:19][C:18]=1[CH:24]([OH:29])[C:25]1[N:10]([CH2:11][CH2:12][CH2:13][OH:14])[C:3]2[C:2]([N:1]([CH2:30][CH3:31])[CH2:33][CH3:34])=[CH:7][C:6]([F:8])=[CH:5][C:4]=2[N:9]=1. The yield is 0.170. (9) The product is [CH3:24][NH:25][C:20]([C:18]1[N:19]=[C:15]([C:13](=[O:14])[CH2:12][CH2:11][CH2:10][CH2:9][CH2:8][CH2:7][C:1]2[CH:6]=[CH:5][CH:4]=[CH:3][CH:2]=2)[O:16][CH:17]=1)=[O:22]. No catalyst specified. The yield is 0.230. The reactants are [C:1]1([CH2:7][CH2:8][CH2:9][CH2:10][CH2:11][CH2:12][C:13]([C:15]2[O:16][CH:17]=[C:18]([C:20]([OH:22])=O)[N:19]=2)=[O:14])[CH:6]=[CH:5][CH:4]=[CH:3][CH:2]=1.Cl.[CH3:24][NH2:25].